This data is from NCI-60 drug combinations with 297,098 pairs across 59 cell lines. The task is: Regression. Given two drug SMILES strings and cell line genomic features, predict the synergy score measuring deviation from expected non-interaction effect. (1) Drug 1: CS(=O)(=O)C1=CC(=C(C=C1)C(=O)NC2=CC(=C(C=C2)Cl)C3=CC=CC=N3)Cl. Drug 2: C#CCC(CC1=CN=C2C(=N1)C(=NC(=N2)N)N)C3=CC=C(C=C3)C(=O)NC(CCC(=O)O)C(=O)O. Cell line: MCF7. Synergy scores: CSS=6.86, Synergy_ZIP=-1.13, Synergy_Bliss=4.46, Synergy_Loewe=4.37, Synergy_HSA=3.75. (2) Drug 1: CC1=C(C(CCC1)(C)C)C=CC(=CC=CC(=CC(=O)O)C)C. Drug 2: CC(C)NC(=O)C1=CC=C(C=C1)CNNC.Cl. Cell line: PC-3. Synergy scores: CSS=0.452, Synergy_ZIP=-1.22, Synergy_Bliss=-1.90, Synergy_Loewe=-2.46, Synergy_HSA=-2.56. (3) Drug 1: CC12CCC3C(C1CCC2=O)CC(=C)C4=CC(=O)C=CC34C. Drug 2: C1=NC2=C(N1)C(=S)N=CN2. Cell line: NCI/ADR-RES. Synergy scores: CSS=14.0, Synergy_ZIP=-11.2, Synergy_Bliss=-16.1, Synergy_Loewe=-20.0, Synergy_HSA=-14.0. (4) Drug 1: CC1=C(C=C(C=C1)NC2=NC=CC(=N2)N(C)C3=CC4=NN(C(=C4C=C3)C)C)S(=O)(=O)N.Cl. Drug 2: C1=CC(=CC=C1CCCC(=O)O)N(CCCl)CCCl. Cell line: SNB-75. Synergy scores: CSS=18.5, Synergy_ZIP=-0.571, Synergy_Bliss=-0.128, Synergy_Loewe=-0.0281, Synergy_HSA=0.242. (5) Drug 1: C1=CC(=CC=C1CCCC(=O)O)N(CCCl)CCCl. Drug 2: CCN(CC)CCNC(=O)C1=C(NC(=C1C)C=C2C3=C(C=CC(=C3)F)NC2=O)C. Cell line: NCI-H322M. Synergy scores: CSS=-7.87, Synergy_ZIP=2.24, Synergy_Bliss=-1.70, Synergy_Loewe=-3.50, Synergy_HSA=-4.84.